Dataset: Reaction yield outcomes from USPTO patents with 853,638 reactions. Task: Predict the reaction yield, written as a fraction of the theoretical maximum amount of product (1.0 means a 100% yield; for example, 0.34 means a 34% yield). (1) The reactants are F[P-](F)(F)(F)(F)F.[N:8]1(O[P+](N(C)C)(N(C)C)N(C)C)[C:12]2[CH:13]=[CH:14][CH:15]=[CH:16][C:11]=2[N:10]=N1.[Cl:28][C:29]1[CH:30]=[C:31]([C:36]2[CH:41]=[C:40]([C:42]([F:45])([F:44])[F:43])[N:39]3[N:46]=[C:47]([C:49](O)=[O:50])[CH:48]=[C:38]3[N:37]=2)[CH:32]=[CH:33][C:34]=1[Cl:35].N1C=CC=CC=1CN.C(N(CC)CC)C. The catalyst is O1CCCC1.C(OCC)C. The product is [N:10]1[CH:11]=[CH:16][CH:15]=[CH:14][C:13]=1[CH2:12][NH:8][C:49]([C:47]1[CH:48]=[C:38]2[N:37]=[C:36]([C:31]3[CH:32]=[CH:33][C:34]([Cl:35])=[C:29]([Cl:28])[CH:30]=3)[CH:41]=[C:40]([C:42]([F:43])([F:44])[F:45])[N:39]2[N:46]=1)=[O:50]. The yield is 0.590. (2) The reactants are [C:1]([O:5][C:6](=[O:22])[NH:7][C@@H:8]([C:12](=[NH:21])[NH:13][CH2:14][C:15]1[CH:20]=[CH:19][CH:18]=[CH:17][CH:16]=1)[CH:9]([CH3:11])[CH3:10])([CH3:4])([CH3:3])[CH3:2].[CH:23](=[C:25]([C:30](OC)=[O:31])[C:26]([O:28][CH3:29])=[O:27])[CH3:24]. The catalyst is CO. The product is [CH3:29][O:28][C:26]([CH:25]1[C:30](=[O:31])[N:13]([CH2:14][C:15]2[CH:16]=[CH:17][CH:18]=[CH:19][CH:20]=2)[C:12]([CH:8]([NH:7][C:6]([O:5][C:1]([CH3:3])([CH3:4])[CH3:2])=[O:22])[CH:9]([CH3:11])[CH3:10])=[N:21][CH:23]1[CH3:24])=[O:27]. The yield is 0.640. (3) The catalyst is CO. The product is [CH2:12]([C:19]1[C:20](=[O:21])[NH:11][C:6]([O:8][CH2:9][CH3:10])=[N:7][C:25]=1[CH3:26])[C:13]1[CH:18]=[CH:17][CH:16]=[CH:15][CH:14]=1. The yield is 0.240. The reactants are F[B-](F)(F)F.[C:6](=[NH:11])([O:8][CH2:9][CH3:10])[NH2:7].[CH2:12]([CH:19]([C:25](=O)[CH3:26])[C:20](OCC)=[O:21])[C:13]1[CH:18]=[CH:17][CH:16]=[CH:15][CH:14]=1.C[O-].[Na+]. (4) The reactants are C([O:8][C:9]1[C:18]2[C:13](=[CH:14][CH:15]=[C:16]([C:19]3[CH:24]=[CH:23][CH:22]=[C:21]([O:25][CH3:26])[CH:20]=3)[CH:17]=2)[CH:12]=[C:11]([C:27]2[CH:28]=[N:29][CH:30]=[CH:31][CH:32]=2)[N:10]=1)C1C=CC=CC=1.Cl. The catalyst is C(O)C. The product is [CH3:26][O:25][C:21]1[CH:20]=[C:19]([C:16]2[CH:17]=[C:18]3[C:13]([CH:12]=[C:11]([C:27]4[CH:28]=[N:29][CH:30]=[CH:31][CH:32]=4)[N:10]=[C:9]3[OH:8])=[CH:14][CH:15]=2)[CH:24]=[CH:23][CH:22]=1. The yield is 0.900. (5) The reactants are [CH:1]([NH:4][C:5](=[O:26])[C:6]1[CH:11]=[CH:10][C:9]([O:12][CH2:13][C:14]2[C:15]([C:20]3[CH:25]=[CH:24][CH:23]=[CH:22][CH:21]=3)=[N:16][O:17][C:18]=2[CH3:19])=[N:8][CH:7]=1)([CH3:3])[CH3:2].[CH3:27]C1ON=C(C2C=CC=CC=2)C=1COC1C=CC(C(NC2CCOCC2)=O)=CN=1. No catalyst specified. The product is [CH:1]([N:4]([CH3:27])[C:5](=[O:26])[C:6]1[CH:11]=[CH:10][C:9]([O:12][CH2:13][C:14]2[C:15]([C:20]3[CH:25]=[CH:24][CH:23]=[CH:22][CH:21]=3)=[N:16][O:17][C:18]=2[CH3:19])=[N:8][CH:7]=1)([CH3:3])[CH3:2]. The yield is 0.330.